The task is: Predict the reactants needed to synthesize the given product.. This data is from Full USPTO retrosynthesis dataset with 1.9M reactions from patents (1976-2016). (1) Given the product [N:15]([CH:6]1[CH2:14][C:10]2([CH2:13][CH2:12][CH2:11]2)[O:9][CH2:8][CH2:7]1)=[N+:16]=[N-:17], predict the reactants needed to synthesize it. The reactants are: CS(O[CH:6]1[CH2:14][C:10]2([CH2:13][CH2:12][CH2:11]2)[O:9][CH2:8][CH2:7]1)(=O)=O.[N:15]([Si](C)(C)C)=[N+:16]=[N-:17].CCCC[N+](CCCC)(CCCC)CCCC.[F-]. (2) The reactants are: [F:1][C:2]1[C:7]([CH:8]=[O:9])=[C:6]([I:10])[CH:5]=[CH:4][N:3]=1.CC(=CC)C.P([O-])([O-])([O-])=[O:17].[Na+].[Na+].[Na+].Cl([O-])=O.[Na+].Cl. Given the product [F:1][C:2]1[N:3]=[CH:4][CH:5]=[C:6]([I:10])[C:7]=1[C:8]([OH:17])=[O:9], predict the reactants needed to synthesize it.